This data is from NCI-60 drug combinations with 297,098 pairs across 59 cell lines. The task is: Regression. Given two drug SMILES strings and cell line genomic features, predict the synergy score measuring deviation from expected non-interaction effect. (1) Drug 1: CC1=CC=C(C=C1)C2=CC(=NN2C3=CC=C(C=C3)S(=O)(=O)N)C(F)(F)F. Drug 2: C1=NNC2=C1C(=O)NC=N2. Cell line: HCC-2998. Synergy scores: CSS=-0.103, Synergy_ZIP=0.894, Synergy_Bliss=-0.110, Synergy_Loewe=-0.749, Synergy_HSA=-1.48. (2) Drug 1: CC1=C(C=C(C=C1)NC2=NC=CC(=N2)N(C)C3=CC4=NN(C(=C4C=C3)C)C)S(=O)(=O)N.Cl. Drug 2: C1C(C(OC1N2C=NC3=C(N=C(N=C32)Cl)N)CO)O. Cell line: KM12. Synergy scores: CSS=7.18, Synergy_ZIP=-3.58, Synergy_Bliss=-3.14, Synergy_Loewe=2.72, Synergy_HSA=-0.710. (3) Drug 1: C1=CC=C(C=C1)NC(=O)CCCCCCC(=O)NO. Drug 2: CC1=C(C(=CC=C1)Cl)NC(=O)C2=CN=C(S2)NC3=CC(=NC(=N3)C)N4CCN(CC4)CCO. Cell line: SF-539. Synergy scores: CSS=4.33, Synergy_ZIP=-3.92, Synergy_Bliss=-3.31, Synergy_Loewe=-5.44, Synergy_HSA=-3.12. (4) Drug 1: C1CCC(C1)C(CC#N)N2C=C(C=N2)C3=C4C=CNC4=NC=N3. Drug 2: C1CN1P(=S)(N2CC2)N3CC3. Cell line: SK-MEL-2. Synergy scores: CSS=-7.79, Synergy_ZIP=0.516, Synergy_Bliss=-4.89, Synergy_Loewe=-16.7, Synergy_HSA=-10.7. (5) Drug 1: C1CCN(CC1)CCOC2=CC=C(C=C2)C(=O)C3=C(SC4=C3C=CC(=C4)O)C5=CC=C(C=C5)O. Drug 2: CC1=C(C(CCC1)(C)C)C=CC(=CC=CC(=CC(=O)O)C)C. Cell line: UACC62. Synergy scores: CSS=2.90, Synergy_ZIP=-4.06, Synergy_Bliss=-3.16, Synergy_Loewe=-3.97, Synergy_HSA=-3.58.